This data is from Full USPTO retrosynthesis dataset with 1.9M reactions from patents (1976-2016). The task is: Predict the reactants needed to synthesize the given product. The reactants are: [CH3:1][O:2][C:3](=[O:15])[C:4](=O)[CH:5](Cl)[C:6]1[CH:11]=[CH:10][C:9]([CH3:12])=[CH:8][CH:7]=1.[NH2:16][C:17]([NH2:19])=[S:18]. Given the product [CH3:1][O:2][C:3]([C:4]1[N:16]=[C:17]([NH2:19])[S:18][C:5]=1[C:6]1[CH:11]=[CH:10][C:9]([CH3:12])=[CH:8][CH:7]=1)=[O:15], predict the reactants needed to synthesize it.